This data is from Full USPTO retrosynthesis dataset with 1.9M reactions from patents (1976-2016). The task is: Predict the reactants needed to synthesize the given product. The reactants are: [SH:1][C:2]1[CH:7]=[CH:6][N:5]=[CH:4][CH:3]=1.C(=O)([O-])[O-].[K+].[K+].Cl[C:15]1[CH:19]=[CH:18][S:17][C:16]=1[CH:20]=[O:21]. Given the product [N:5]1[CH:6]=[CH:7][C:2]([S:1][C:15]2[CH:19]=[CH:18][S:17][C:16]=2[CH:20]=[O:21])=[CH:3][CH:4]=1, predict the reactants needed to synthesize it.